This data is from Catalyst prediction with 721,799 reactions and 888 catalyst types from USPTO. The task is: Predict which catalyst facilitates the given reaction. (1) Reactant: [C:1]([NH:9][NH2:10])(=[O:8])[C:2]1[CH:7]=[CH:6][CH:5]=[CH:4][CH:3]=1.[CH2:11](OC(OCC)OCC)C. Product: [C:2]1([C:1]2[O:8][CH:11]=[N:10][N:9]=2)[CH:7]=[CH:6][CH:5]=[CH:4][CH:3]=1. The catalyst class is: 13. (2) Reactant: Cl.[Cl:2][C:3]1[N:4]=[C:5]([N:12]2[CH2:17][CH2:16][O:15][CH2:14][C@@H:13]2[CH3:18])[C:6]2[CH2:11][NH:10][CH2:9][C:7]=2[N:8]=1.[CH3:19][C:20]([CH:23]=O)([CH3:22])[CH3:21].C(N(CC)CC)C.C(O[BH-](OC(=O)C)OC(=O)C)(=O)C.[Na+]. Product: [Cl:2][C:3]1[N:4]=[C:5]([N:12]2[CH2:17][CH2:16][O:15][CH2:14][C@@H:13]2[CH3:18])[C:6]2[CH2:11][N:10]([CH2:19][C:20]([CH3:23])([CH3:22])[CH3:21])[CH2:9][C:7]=2[N:8]=1. The catalyst class is: 375. (3) Reactant: [Br:1][C:2]1[CH:3]=[C:4]([O:12]C(=O)C)[CH:5]=[CH:6][C:7]=1[O:8][CH:9]([CH3:11])[CH3:10].[OH-].[K+].Cl. Product: [Br:1][C:2]1[CH:3]=[C:4]([OH:12])[CH:5]=[CH:6][C:7]=1[O:8][CH:9]([CH3:10])[CH3:11]. The catalyst class is: 24. (4) Product: [C:9]([O:13][C:14]([N:16]1[CH2:17][CH2:18][CH:19]([N:22]2[CH:26]=[C:25]([C:2]3[CH:7]=[N:6][C:5]([NH2:8])=[CH:4][CH:3]=3)[CH:24]=[N:23]2)[CH2:20][CH2:21]1)=[O:15])([CH3:12])([CH3:10])[CH3:11]. Reactant: I[C:2]1[CH:3]=[CH:4][C:5]([NH2:8])=[N:6][CH:7]=1.[C:9]([O:13][C:14]([N:16]1[CH2:21][CH2:20][CH:19]([N:22]2[CH:26]=[C:25](B3OC(C)(C)C(C)(C)O3)[CH:24]=[N:23]2)[CH2:18][CH2:17]1)=[O:15])([CH3:12])([CH3:11])[CH3:10].C(=O)([O-])[O-].[K+].[K+]. The catalyst class is: 752. (5) Reactant: [F:1][C:2]([F:23])([F:22])[C:3]1[N:7]2[CH:8]=[C:9]([C:12]3[CH:21]=[CH:20][C:15]([C:16]([O:18]C)=[O:17])=[CH:14][CH:13]=3)[CH:10]=[CH:11][C:6]2=[N:5][N:4]=1.[OH-].[Li+]. Product: [F:23][C:2]([F:1])([F:22])[C:3]1[N:7]2[CH:8]=[C:9]([C:12]3[CH:21]=[CH:20][C:15]([C:16]([OH:18])=[O:17])=[CH:14][CH:13]=3)[CH:10]=[CH:11][C:6]2=[N:5][N:4]=1. The catalyst class is: 12. (6) Reactant: [F:1][C:2]1[CH:7]=[CH:6][C:5]([C:8]2[N:9]=[C:10]([CH:36]([CH3:38])[CH3:37])[N:11]([CH2:26][CH2:27][C@H:28]3[O:33][C:32](=[O:34])[CH2:31][C@H:30]([OH:35])[CH2:29]3)[C:12]=2[C:13]2[CH:18]=[CH:17][N:16]=[C:15]([NH:19][C:20]3[CH:25]=[CH:24][CH:23]=[CH:22][CH:21]=3)[N:14]=2)=[CH:4][CH:3]=1.[OH-:39].[Na+:40]. Product: [Na+:40].[F:1][C:2]1[CH:3]=[CH:4][C:5]([C:8]2[N:9]=[C:10]([CH:36]([CH3:37])[CH3:38])[N:11]([CH2:26][CH2:27][C@@H:28]([OH:33])[CH2:29][C@@H:30]([OH:35])[CH2:31][C:32]([O-:39])=[O:34])[C:12]=2[C:13]2[CH:18]=[CH:17][N:16]=[C:15]([NH:19][C:20]3[CH:21]=[CH:22][CH:23]=[CH:24][CH:25]=3)[N:14]=2)=[CH:6][CH:7]=1. The catalyst class is: 8. (7) Reactant: [H-].[Na+].[CH:3]1([C:6](=[O:10])[CH2:7][C:8]#[N:9])[CH2:5][CH2:4]1.[CH3:11][C:12]1[N:20]=[C:19]([N:21]2[CH:25]=[N:24][CH:23]=[N:22]2)[CH:18]=[CH:17][C:13]=1[C:14](Cl)=[O:15].C(O)(=O)CC(CC(O)=O)(C(O)=O)O. Product: [CH:3]1([C:6](=[O:10])[CH:7]([C:14]([C:13]2[C:12]([CH3:11])=[N:20][C:19]([N:21]3[CH:25]=[N:24][CH:23]=[N:22]3)=[CH:18][CH:17]=2)=[O:15])[C:8]#[N:9])[CH2:5][CH2:4]1. The catalyst class is: 1.